This data is from Catalyst prediction with 721,799 reactions and 888 catalyst types from USPTO. The task is: Predict which catalyst facilitates the given reaction. (1) Reactant: F[C:2]1[CH:9]=[CH:8][CH:7]=[C:6]([F:10])[C:3]=1[C:4]#[N:5].COC[CH2:14][CH2:15][NH2:16].[C:17](=[O:20])([O-])[O-].[K+].[K+].O. Product: [F:10][C:6]1[CH:7]=[CH:8][CH:9]=[C:2]([NH:16][CH2:15][CH2:14][O:20][CH3:17])[C:3]=1[C:4]#[N:5]. The catalyst class is: 9. (2) Reactant: C1C2C(=CC=CC=2)C=CC=1CS/[C:13](=[N:15]\[C:16](=[O:22])[CH2:17][C:18](OC)=[O:19])/[CH3:14].[CH3:23][O:24][C:25](=[O:34])[C:26]1[CH:31]=[CH:30][C:29]([CH2:32][NH2:33])=[CH:28][CH:27]=1. Product: [OH:22][C:16]1[N:15]=[C:13]([CH3:14])[N:33]([CH2:32][C:29]2[CH:30]=[CH:31][C:26]([C:25]([O:24][CH3:23])=[O:34])=[CH:27][CH:28]=2)[C:18](=[O:19])[CH:17]=1. The catalyst class is: 1. (3) Product: [NH2:17][C:15]1[N:14]=[CH:13][N:12]=[C:11]2[N:10]([CH:38]([C:21]3[C:22]4[O:28][CH2:27][CH2:26][N:25]([C:29]([O:31][C:32]([CH3:34])([CH3:33])[CH3:35])=[O:30])[CH2:24][C:23]=4[C:36]([CH3:37])=[C:19]([Cl:18])[CH:20]=3)[CH3:39])[N:9]=[C:8]([CH3:7])[C:16]=12. The catalyst class is: 42. Reactant: C(=O)([O-])[O-].[Cs+].[Cs+].[CH3:7][C:8]1[C:16]2[C:11](=[N:12][CH:13]=[N:14][C:15]=2[NH2:17])[NH:10][N:9]=1.[Cl:18][C:19]1[CH:20]=[C:21]([CH:38](Cl)[CH3:39])[C:22]2[O:28][CH2:27][CH2:26][N:25]([C:29]([O:31][C:32]([CH3:35])([CH3:34])[CH3:33])=[O:30])[CH2:24][C:23]=2[C:36]=1[CH3:37].